From a dataset of Forward reaction prediction with 1.9M reactions from USPTO patents (1976-2016). Predict the product of the given reaction. (1) Given the reactants [OH:1][C:2]1[CH:7]=[C:6](O)[CH:5]=[CH:4][N:3]=1.[Cl:9][C:10]1[CH:11]=[C:12]([NH:16]N)[CH:13]=[CH:14][CH:15]=1, predict the reaction product. The product is: [Cl:9][C:10]1[CH:15]=[CH:14][C:13]2[C:7]3[C:2](=[O:1])[NH:3][CH:4]=[CH:5][C:6]=3[NH:16][C:12]=2[CH:11]=1. (2) Given the reactants [C:1]1([C:20]2[CH:25]=[CH:24][CH:23]=[CH:22][CH:21]=2)[C:2]([C:7]([NH:9][C:10]2[CH:19]=[CH:18][C:13]([C:14]([O:16]C)=[O:15])=[CH:12][CH:11]=2)=[O:8])=[CH:3][CH:4]=[CH:5][CH:6]=1.[OH-].[Na+], predict the reaction product. The product is: [C:1]1([C:20]2[CH:21]=[CH:22][CH:23]=[CH:24][CH:25]=2)[C:2]([C:7]([NH:9][C:10]2[CH:19]=[CH:18][C:13]([C:14]([OH:16])=[O:15])=[CH:12][CH:11]=2)=[O:8])=[CH:3][CH:4]=[CH:5][CH:6]=1.